This data is from Forward reaction prediction with 1.9M reactions from USPTO patents (1976-2016). The task is: Predict the product of the given reaction. (1) Given the reactants C([N-]C(C)C)(C)C.[Li+].[Br:9][C:10]1[CH:11]=[CH:12][C:13]([F:16])=[N:14][CH:15]=1.[Cl:17][C:18]1[C:23]([F:24])=[CH:22][CH:21]=[C:20]([O:25][CH3:26])[C:19]=1[CH:27]([CH3:30])[CH:28]=[O:29], predict the reaction product. The product is: [Br:9][C:10]1[CH:11]=[C:12]([CH:28]([OH:29])[CH:27]([C:19]2[C:20]([O:25][CH3:26])=[CH:21][CH:22]=[C:23]([F:24])[C:18]=2[Cl:17])[CH3:30])[C:13]([F:16])=[N:14][CH:15]=1. (2) Given the reactants [NH2:1][CH2:2][C@@H:3]([OH:31])[CH2:4][O:5][C:6]1[C:11]([CH3:12])=[CH:10][C:9]([C:13]2[N:17]=[C:16]([C:18]3[CH:19]=[N:20][C:21]([N:25]([CH2:27][CH3:28])[CH3:26])=[C:22]([CH3:24])[CH:23]=3)[O:15][N:14]=2)=[CH:8][C:7]=1[CH2:29][CH3:30].[C:32](O)(=[O:35])[CH2:33][OH:34].CCN(C(C)C)C(C)C.C1C=CC2N(O)N=NC=2C=1.CCN=C=NCCCN(C)C.Cl, predict the reaction product. The product is: [CH2:29]([C:7]1[CH:8]=[C:9]([C:13]2[N:17]=[C:16]([C:18]3[CH:19]=[N:20][C:21]([N:25]([CH2:27][CH3:28])[CH3:26])=[C:22]([CH3:24])[CH:23]=3)[O:15][N:14]=2)[CH:10]=[C:11]([CH3:12])[C:6]=1[O:5][CH2:4][C@H:3]([OH:31])[CH2:2][NH:1][C:33](=[O:34])[CH2:32][OH:35])[CH3:30]. (3) Given the reactants [N:1]1([C:6]([N:8]2[CH2:13][CH2:12][C@H:11]([NH:14][C:15](=[O:24])[O:16][CH2:17][C:18]3[CH:23]=[CH:22][CH:21]=[CH:20][CH:19]=3)[C@H:10]([O:25][CH3:26])[CH2:9]2)=[S:7])C=CN=C1.N.CO, predict the reaction product. The product is: [C:6]([N:8]1[CH2:13][CH2:12][C@H:11]([NH:14][C:15](=[O:24])[O:16][CH2:17][C:18]2[CH:19]=[CH:20][CH:21]=[CH:22][CH:23]=2)[C@H:10]([O:25][CH3:26])[CH2:9]1)(=[S:7])[NH2:1]. (4) Given the reactants [CH2:1]1[CH2:5][O:4][CH:3]([N:6]2[C:12](=[O:13])[NH:11][C:9](=[O:10])[C:8]([F:14])=[CH:7]2)[CH2:2]1.N.C([N+](CCC)(CCC)CCC)CC.[N+]([O-])([O-])=O.[Pd+2:33].[N+]([O-])([O-])=O, predict the reaction product. The product is: [Pd:33].[CH2:1]1[CH2:5][O:4][CH:3]([N:6]2[C:12](=[O:13])[NH:11][C:9](=[O:10])[C:8]([F:14])=[CH:7]2)[CH2:2]1. (5) Given the reactants [NH2:1][C:2]1[CH:3]=[C:4]([CH:16]=[CH:17][CH:18]=1)[O:5][C:6]1[CH:11]=[CH:10][N:9]=[C:8]2[NH:12][C:13](=[O:15])[NH:14][C:7]=12.[C:19]1([CH2:25][CH2:26][C:27](Cl)=[O:28])[CH:24]=[CH:23][CH:22]=[CH:21][CH:20]=1, predict the reaction product. The product is: [O:15]=[C:13]1[NH:12][C:8]2=[N:9][CH:10]=[CH:11][C:6]([O:5][C:4]3[CH:3]=[C:2]([NH:1][C:27](=[O:28])[CH2:26][CH2:25][C:19]4[CH:24]=[CH:23][CH:22]=[CH:21][CH:20]=4)[CH:18]=[CH:17][CH:16]=3)=[C:7]2[NH:14]1. (6) Given the reactants [NH2:1][C:2]1[S:3][C:4]([CH2:11][CH3:12])=[CH:5][C:6]=1[C:7]([O:9]C)=O.Cl[C:14](Cl)([O:16]C(=O)OC(Cl)(Cl)Cl)Cl.C(N(CC)CC)C.[NH2:32][CH2:33][CH2:34][NH:35][C:36](=[O:42])[O:37][C:38]([CH3:41])([CH3:40])[CH3:39], predict the reaction product. The product is: [CH2:11]([C:4]1[S:3][C:2]2[NH:1][C:14](=[O:16])[N:32]([CH2:33][CH2:34][NH:35][C:36](=[O:42])[O:37][C:38]([CH3:39])([CH3:41])[CH3:40])[C:7](=[O:9])[C:6]=2[CH:5]=1)[CH3:12]. (7) Given the reactants [C:1]([NH:5][S:6]([C:9]1[CH:14]=[CH:13][C:12]([C:15]2[N:16]([C:36](Cl)=[O:37])[C:17]([C:29]3[CH:34]=[CH:33][C:32]([Cl:35])=[CH:31][CH:30]=3)([CH3:28])[C:18]([C:21]3[CH:26]=[CH:25][C:24]([Cl:27])=[CH:23][CH:22]=3)([CH3:20])[N:19]=2)=[C:11]([O:39][CH2:40][CH3:41])[CH:10]=1)(=[O:8])=[O:7])([CH3:4])([CH3:3])[CH3:2].Cl.Cl.[N:44]1([CH2:50][C:51]([NH2:53])=[O:52])[CH2:49][CH2:48][NH:47][CH2:46][CH2:45]1, predict the reaction product. The product is: [C:1]([NH:5][S:6]([C:9]1[CH:14]=[CH:13][C:12]([C:15]2[N:16]([C:36]([N:47]3[CH2:48][CH2:49][N:44]([CH2:50][C:51]([NH2:53])=[O:52])[CH2:45][CH2:46]3)=[O:37])[C@@:17]([C:29]3[CH:30]=[CH:31][C:32]([Cl:35])=[CH:33][CH:34]=3)([CH3:28])[C@@:18]([C:21]3[CH:26]=[CH:25][C:24]([Cl:27])=[CH:23][CH:22]=3)([CH3:20])[N:19]=2)=[C:11]([O:39][CH2:40][CH3:41])[CH:10]=1)(=[O:7])=[O:8])([CH3:3])([CH3:2])[CH3:4].